Dataset: Catalyst prediction with 721,799 reactions and 888 catalyst types from USPTO. Task: Predict which catalyst facilitates the given reaction. Reactant: [F:1][C:2]1([F:21])[CH2:7][CH2:6][N:5]([CH2:8][C:9]2[N:10]=[C:11]([C:18](=[NH:20])[NH2:19])[N:12]3[CH:17]=[CH:16][CH:15]=[CH:14][C:13]=23)[CH2:4][CH2:3]1.Br[CH2:23][C:24]([C:26]1[CH:31]=[CH:30][CH:29]=[CH:28][CH:27]=1)=O.C([O-])(O)=O.[Na+]. Product: [F:21][C:2]1([F:1])[CH2:7][CH2:6][N:5]([CH2:8][C:9]2[N:10]=[C:11]([C:18]3[NH:19][CH:23]=[C:24]([C:26]4[CH:31]=[CH:30][CH:29]=[CH:28][CH:27]=4)[N:20]=3)[N:12]3[CH:17]=[CH:16][CH:15]=[CH:14][C:13]=23)[CH2:4][CH2:3]1. The catalyst class is: 21.